This data is from Full USPTO retrosynthesis dataset with 1.9M reactions from patents (1976-2016). The task is: Predict the reactants needed to synthesize the given product. Given the product [Br:26][C:7]1[CH:6]=[N:5][C:4]2[NH:3][C:13](=[O:14])[CH2:12][N:11]([CH2:17][C:18]3[CH:23]=[CH:22][C:21]([O:24][CH3:25])=[CH:20][CH:19]=3)[CH2:10][C:9]=2[CH:8]=1, predict the reactants needed to synthesize it. The reactants are: [H-].[Na+].[NH2:3][C:4]1[C:9]([CH2:10][N:11]([CH2:17][C:18]2[CH:23]=[CH:22][C:21]([O:24][CH3:25])=[CH:20][CH:19]=2)[CH2:12][C:13](OC)=[O:14])=[CH:8][C:7]([Br:26])=[CH:6][N:5]=1.O.